Dataset: Reaction yield outcomes from USPTO patents with 853,638 reactions. Task: Predict the reaction yield, written as a fraction of the theoretical maximum amount of product (1.0 means a 100% yield; for example, 0.34 means a 34% yield). (1) The reactants are [NH2:1][C:2]1[CH:37]=[CH:36][C:5]([O:6][C:7]2[CH:12]=[CH:11][N:10]=[C:9]3[CH:13]=[C:14]([C:16]4[N:17]=[CH:18][N:19]([CH2:21][CH2:22][N:23]5[CH2:28][CH2:27][N:26]([C:29]([O:31][C:32]([CH3:35])([CH3:34])[CH3:33])=[O:30])[CH2:25][CH2:24]5)[CH:20]=4)[S:15][C:8]=23)=[C:4]([F:38])[CH:3]=1.[N:39]1[CH:44]=[CH:43][CH:42]=C[CH:40]=1.ClC(OC1C=CC=CC=1)=[O:47].C1(N)CC1. The catalyst is CN(C=O)C. The product is [CH:44]1([NH:39][C:40](=[O:47])[NH:1][C:2]2[CH:37]=[CH:36][C:5]([O:6][C:7]3[CH:12]=[CH:11][N:10]=[C:9]4[CH:13]=[C:14]([C:16]5[N:17]=[CH:18][N:19]([CH2:21][CH2:22][N:23]6[CH2:24][CH2:25][N:26]([C:29]([O:31][C:32]([CH3:35])([CH3:33])[CH3:34])=[O:30])[CH2:27][CH2:28]6)[CH:20]=5)[S:15][C:8]=34)=[C:4]([F:38])[CH:3]=2)[CH2:42][CH2:43]1. The yield is 0.580. (2) The reactants are [NH2:1][C@@H:2]([CH2:23][C:24]1[CH:29]=[CH:28][CH:27]=[CH:26][CH:25]=1)[C@H:3]([OH:22])[CH2:4][N:5]([O:17][CH:18]([CH2:20][CH3:21])[CH3:19])[S:6]([C:9]1[CH:14]=[CH:13][C:12]([O:15][CH3:16])=[CH:11][CH:10]=1)(=[O:8])=[O:7].[OH:30][C:31]1[C:32]([CH3:40])=[C:33]([CH:37]=[CH:38][CH:39]=1)C(O)=O.O.ON1C2C=CC=CC=2N=N1.Cl.CN(C)CCCN=C=NCC.C(N(C(C)C)CC)(C)C. The catalyst is CN(C)C=O. The product is [CH:18]([O:17][N:5]([CH2:4][C@@H:3]([OH:22])[C@@H:2]([NH:1][C:33]1[CH:37]=[CH:38][CH:39]=[C:31]([OH:30])[C:32]=1[CH3:40])[CH2:23][C:24]1[CH:25]=[CH:26][CH:27]=[CH:28][CH:29]=1)[S:6]([C:9]1[CH:10]=[CH:11][C:12]([O:15][CH3:16])=[CH:13][CH:14]=1)(=[O:7])=[O:8])([CH2:20][CH3:21])[CH3:19]. The yield is 0.300. (3) The reactants are [NH2:1][C:2]1[CH:3]=[C:4]2[C:9](=[CH:10][CH:11]=1)[N:8]=[CH:7][C:6]([C:12]#[N:13])=[C:5]2[NH:14][C:15]1[CH:20]=[CH:19][C:18]([F:21])=[C:17]([Cl:22])[CH:16]=1.[C:23]([C:25]1[C:26]([F:36])=[C:27]([CH:30]=[CH:31][C:32]=1[N:33]([CH3:35])[CH3:34])[CH:28]=O)#[N:24].[BH3-]C#N.[Na+]. The catalyst is CCO. The product is [Cl:22][C:17]1[CH:16]=[C:15]([NH:14][C:5]2[C:4]3[C:9](=[CH:10][CH:11]=[C:2]([NH:1][CH2:28][C:27]4[CH:30]=[CH:31][C:32]([N:33]([CH3:34])[CH3:35])=[C:25]([C:23]#[N:24])[C:26]=4[F:36])[CH:3]=3)[N:8]=[CH:7][C:6]=2[C:12]#[N:13])[CH:20]=[CH:19][C:18]=1[F:21]. The yield is 0.530. (4) The reactants are [H-].[Na+].[CH2:3]([CH:10]1[CH2:14][CH2:13][NH:12][CH2:11]1)[C:4]1[CH:9]=[CH:8][CH:7]=[CH:6][CH:5]=1.[Cl:15][C:16]1[CH:17]=[C:18]2[C:22](=[CH:23][CH:24]=1)[NH:21][CH:20]=[C:19]2[CH2:25][CH2:26][NH:27][C:28](=O)[O:29]C1C=CC=CC=1. The catalyst is C1COCC1. The product is [CH2:3]([CH:10]1[CH2:14][CH2:13][N:12]([C:28]([NH:27][CH2:26][CH2:25][C:19]2[C:18]3[C:22](=[CH:23][CH:24]=[C:16]([Cl:15])[CH:17]=3)[NH:21][CH:20]=2)=[O:29])[CH2:11]1)[C:4]1[CH:9]=[CH:8][CH:7]=[CH:6][CH:5]=1. The yield is 0.310. (5) The reactants are [CH2:1]([C:4]1[S:29][C:7]2[N:8]=[C:9]([O:25][CH2:26][CH2:27][NH2:28])[N:10]=[C:11]([N:12]3[CH2:17][CH2:16][N:15]4[C:18]([C:21]([F:24])([F:23])[F:22])=[N:19][N:20]=[C:14]4[CH2:13]3)[C:6]=2[CH:5]=1)[CH2:2][CH3:3].[S:30]([CH2:34][CH2:35][CH2:36][C:37](O)=[O:38])(=[O:33])(=[O:32])[NH2:31]. No catalyst specified. The product is [CH2:1]([C:4]1[S:29][C:7]2[N:8]=[C:9]([O:25][CH2:26][CH2:27][NH:28][C:37](=[O:38])[CH2:36][CH2:35][CH2:34][S:30](=[O:33])(=[O:32])[NH2:31])[N:10]=[C:11]([N:12]3[CH2:17][CH2:16][N:15]4[C:18]([C:21]([F:22])([F:24])[F:23])=[N:19][N:20]=[C:14]4[CH2:13]3)[C:6]=2[CH:5]=1)[CH2:2][CH3:3]. The yield is 0.480.